This data is from Full USPTO retrosynthesis dataset with 1.9M reactions from patents (1976-2016). The task is: Predict the reactants needed to synthesize the given product. (1) Given the product [F:1][C:2]1[CH:7]=[CH:6][CH:5]=[CH:4][C:3]=1[C:8]1[N:9]=[N:10][N:11]([CH3:27])[C:12]=1[C:13]1[N:14]=[CH:15][N:16]([C:18]2[CH:26]=[CH:25][C:21]([C:22]([NH:33][C:29]3([CH3:28])[CH2:32][O:31][CH2:30]3)=[O:24])=[CH:20][N:19]=2)[CH:17]=1, predict the reactants needed to synthesize it. The reactants are: [F:1][C:2]1[CH:7]=[CH:6][CH:5]=[CH:4][C:3]=1[C:8]1[N:9]=[N:10][N:11]([CH3:27])[C:12]=1[C:13]1[N:14]=[CH:15][N:16]([C:18]2[CH:26]=[CH:25][C:21]([C:22]([OH:24])=O)=[CH:20][N:19]=2)[CH:17]=1.[CH3:28][C:29]1([NH2:33])[CH2:32][O:31][CH2:30]1. (2) Given the product [CH3:39][N:37]([CH3:38])[C:36]1[CH:35]=[CH:34][C:51]([NH:27][C:25]2[N:21]([CH3:22])[C:18]3[CH:19]=[CH:20][C:15]([O:14][C:41]4([C:46]([OH:48])=[O:47])[CH:42]=[CH:43][CH:44]=[CH:45][NH:40]4)=[CH:16][C:17]=3[N:23]=2)=[CH:50][CH:56]=1, predict the reactants needed to synthesize it. The reactants are: C(OC(C1C=C([O:14][C:15]2[CH:20]=[CH:19][C:18]([NH:21][CH3:22])=[C:17]([NH2:23])[CH:16]=2)C=CN=1)=O)(C)(C)C.N[C:25]([NH2:27])=S.Cl.C(N=C=N[CH2:34][CH2:35][CH2:36][N:37]([CH3:39])[CH3:38])C.[N:40]1[CH:45]=[CH:44][CH:43]=[CH:42][C:41]=1[C:46]([O-:48])=[O:47].F[C:50](F)(F)[C:51](O)=O.[CH3:56]O.